From a dataset of Reaction yield outcomes from USPTO patents with 853,638 reactions. Predict the reaction yield, written as a fraction of the theoretical maximum amount of product (1.0 means a 100% yield; for example, 0.34 means a 34% yield). (1) The reactants are Cl.[CH2:2]([NH2:4])[CH3:3].[F:5][C:6]1[CH:7]=[C:8]([CH:12]=[CH:13][C:14]=1[F:15])[C:9]([OH:11])=O. No catalyst specified. The product is [F:5][C:6]1[CH:7]=[C:8]([CH:12]=[CH:13][C:14]=1[F:15])[C:9]([NH:4][CH2:2][CH3:3])=[O:11]. The yield is 0.560. (2) The catalyst is C(Cl)Cl. The reactants are [CH3:1][O:2][C:3]1[CH:8]=[C:7]([O:9][CH3:10])[CH:6]=[CH:5][C:4]=1[C:11]1[CH:15]=[C:14]([CH2:16][CH2:17][CH:18]=O)[O:13][N:12]=1.[F:20][C:21]([F:36])([F:35])[C:22]1[CH:34]=[CH:33][CH:32]=[CH:31][C:23]=1[CH2:24][N:25]1[CH2:30][CH2:29][NH:28][CH2:27][CH2:26]1.[BH-](OC(C)=O)(OC(C)=O)OC(C)=O.[Na+]. The yield is 0.832. The product is [CH3:1][O:2][C:3]1[CH:8]=[C:7]([O:9][CH3:10])[CH:6]=[CH:5][C:4]=1[C:11]1[CH:15]=[C:14]([CH2:16][CH2:17][CH2:18][N:28]2[CH2:27][CH2:26][N:25]([CH2:24][C:23]3[CH:31]=[CH:32][CH:33]=[CH:34][C:22]=3[C:21]([F:35])([F:36])[F:20])[CH2:30][CH2:29]2)[O:13][N:12]=1. (3) The reactants are [CH2:1]([C:4]1[NH:5][C:6]2[C:11]([CH:12]=1)=[C:10]([C:13]([F:16])([F:15])[F:14])[C:9]([C:17]#[N:18])=[CH:8][CH:7]=2)[CH2:2][CH3:3].C([O-])([O-])=O.[Cs+].[Cs+].Cl[CH2:26][C:27]1[N:31]=[C:30]([C:32]2[C:33]([S:38][CH3:39])=[N:34][CH:35]=[CH:36][CH:37]=2)[O:29][N:28]=1. The catalyst is C(#N)C. The product is [CH3:39][S:38][C:33]1[C:32]([C:30]2[O:29][N:28]=[C:27]([CH2:26][N:5]3[C:6]4[C:11](=[C:10]([C:13]([F:15])([F:16])[F:14])[C:9]([C:17]#[N:18])=[CH:8][CH:7]=4)[CH:12]=[C:4]3[CH2:1][CH2:2][CH3:3])[N:31]=2)=[CH:37][CH:36]=[CH:35][N:34]=1. The yield is 0.840. (4) The reactants are [C:1]([NH:5][C:6]([C:8]1[C:16]2[C:11](=[N:12][CH:13]=[C:14]([NH:17][C:18]3[CH:22]=[CH:21][N:20]([CH3:23])[N:19]=3)[N:15]=2)[N:10](COCC[Si](C)(C)C)[CH:9]=1)=[O:7])([CH3:4])([CH3:3])[CH3:2].FC(F)(F)C(O)=O.CO.[OH-].[NH4+]. The catalyst is ClCCl. The product is [C:1]([NH:5][C:6]([C:8]1[C:16]2[C:11](=[N:12][CH:13]=[C:14]([NH:17][C:18]3[CH:22]=[CH:21][N:20]([CH3:23])[N:19]=3)[N:15]=2)[NH:10][CH:9]=1)=[O:7])([CH3:4])([CH3:3])[CH3:2]. The yield is 0.450. (5) The yield is 1.00. The catalyst is C1(C)C=CC=CC=1. The reactants are [H-].COCCO[Al+]OCCOC.[Na+].[H-].[NH2:15][C:16]1([CH3:31])[C:20]2([CH2:22][CH2:21]2)[C:19](=O)[N:18]([CH2:24][C:25]2[CH:30]=[CH:29][CH:28]=[CH:27][CH:26]=2)[CH2:17]1.[OH-].[Na+]. The product is [NH2:15][C:16]1([CH3:31])[C:20]2([CH2:22][CH2:21]2)[CH2:19][N:18]([CH2:24][C:25]2[CH:30]=[CH:29][CH:28]=[CH:27][CH:26]=2)[CH2:17]1. (6) The reactants are [Cl:1][C:2]1[S:6][C:5]([C:7]2[N:11]([C:12]3[CH:17]=[CH:16][C:15]([Cl:18])=[CH:14][C:13]=3[Cl:19])[N:10]=[C:9]([C:20](Cl)=[O:21])[C:8]=2[CH3:23])=[CH:4][CH:3]=1.[CH2:24]([N:28]([CH2:32][CH:33]([CH3:35])[CH3:34])[C:29](=[O:31])[CH3:30])[CH:25]([CH3:27])[CH3:26].C[Si]([N-][Si](C)(C)C)(C)C.[Li+]. No catalyst specified. The product is [Cl:1][C:2]1[S:6][C:5]([C:7]2[N:11]([C:12]3[CH:17]=[CH:16][C:15]([Cl:18])=[CH:14][C:13]=3[Cl:19])[N:10]=[C:9]([C:20](=[O:21])[CH2:30][C:29]([N:28]([CH2:24][CH:25]([CH3:27])[CH3:26])[CH2:32][CH:33]([CH3:35])[CH3:34])=[O:31])[C:8]=2[CH3:23])=[CH:4][CH:3]=1. The yield is 0.840. (7) The reactants are [BH4-].[Na+].[C:3]([O:7][C:8]([N:10]1[CH2:13][CH:12]([C:14](=[O:18])[CH:15]([CH3:17])[CH3:16])[CH2:11]1)=[O:9])([CH3:6])([CH3:5])[CH3:4].C(=O)([O-])O. The catalyst is C(O)C. The product is [C:3]([O:7][C:8]([N:10]1[CH2:11][CH:12]([CH:14]([OH:18])[CH:15]([CH3:16])[CH3:17])[CH2:13]1)=[O:9])([CH3:6])([CH3:5])[CH3:4]. The yield is 0.880. (8) The reactants are [CH2:1]1[C@@H:5]2[C@@H:6]3[C:11](=[O:12])[O:10][C:8](=[O:9])[C@@H:7]3[C@H:2]1[CH:3]=[CH:4]2.C1(C)C=CC=CC=1.COC1C=CC2N=CC=C([C@H](O)[C@@H]3N4C[C@H](C=C)C(CC4)C3)C=2C=1.[CH3:44][OH:45]. The catalyst is C(Cl)(Cl)(Cl)Cl. The product is [CH3:44][O:45][C:11]([C@H:6]1[C@H:5]2[CH2:1][C@H:2]([CH:3]=[CH:4]2)[C@H:7]1[C:8]([OH:10])=[O:9])=[O:12]. The yield is 0.990. (9) The reactants are [OH:1][C:2]1[CH:15]=[C:14]2[C:5]([N:6]3[C:11]([CH2:12][O:13]2)=[N:10][NH:9][C:8](=[O:16])[CH:7]3[CH3:17])=[CH:4][C:3]=1[N+:18]([O-:20])=[O:19].C([O-])([O-])=O.[K+].[K+].[CH2:27](Br)[C:28]1[CH:33]=[CH:32][CH:31]=[CH:30][CH:29]=1. The product is [CH2:27]([O:1][C:2]1[CH:15]=[C:14]2[C:5]([N:6]3[C:11]([CH2:12][O:13]2)=[N:10][NH:9][C:8](=[O:16])[CH:7]3[CH3:17])=[CH:4][C:3]=1[N+:18]([O-:20])=[O:19])[C:28]1[CH:33]=[CH:32][CH:31]=[CH:30][CH:29]=1. The catalyst is CN(C=O)C.[Cl-].[Na+].O. The yield is 0.530. (10) The reactants are [C:1]([O:5][C:6]([N:8]1[CH2:12][C:11]([F:14])([F:13])[CH2:10][CH:9]1[CH2:15][OH:16])=[O:7])([CH3:4])([CH3:3])[CH3:2].O[C:18]1[CH:27]=[CH:26][C:21]([C:22]([O:24][CH3:25])=[O:23])=[CH:20][CH:19]=1.C1C=CC(P(C2C=CC=CC=2)C2C=CC=CC=2)=CC=1.CC(OC(/N=N/C(OC(C)C)=O)=O)C. The yield is 0.880. The product is [C:1]([O:5][C:6]([N:8]1[CH2:12][C:11]([F:13])([F:14])[CH2:10][CH:9]1[CH2:15][O:16][C:18]1[CH:27]=[CH:26][C:21]([C:22]([O:24][CH3:25])=[O:23])=[CH:20][CH:19]=1)=[O:7])([CH3:4])([CH3:3])[CH3:2]. The catalyst is C1COCC1.